Dataset: Full USPTO retrosynthesis dataset with 1.9M reactions from patents (1976-2016). Task: Predict the reactants needed to synthesize the given product. (1) Given the product [OH:1][C:2]1([CH:13]2[CH2:18][N:17]([S:37]([C:32]3[CH:33]=[CH:34][CH:35]=[CH:36][C:31]=3[N+:28]([O-:30])=[O:29])(=[O:38])=[O:39])[CH2:16][CH2:15][NH:14]2)[CH2:3][N:4]([C:6]([O:8][C:9]([CH3:12])([CH3:11])[CH3:10])=[O:7])[CH2:5]1, predict the reactants needed to synthesize it. The reactants are: [OH:1][C:2]1([CH:13]2[CH2:18][NH:17][CH2:16][CH2:15][NH:14]2)[CH2:5][N:4]([C:6]([O:8][C:9]([CH3:12])([CH3:11])[CH3:10])=[O:7])[CH2:3]1.C(N(CC)C(C)C)(C)C.[N+:28]([C:31]1[CH:36]=[CH:35][CH:34]=[CH:33][C:32]=1[S:37](Cl)(=[O:39])=[O:38])([O-:30])=[O:29]. (2) Given the product [CH3:25][CH:26]1[NH:27][CH:28]([CH3:32])[CH2:29][N:30]([C:15]([C:11]2[CH:10]=[C:9]3[C:14](=[CH:13][CH:12]=2)[C:5]([O:4][CH:1]([CH3:2])[CH3:3])=[N:6][C:7]([NH:18][C:19]2[CH:23]=[C:22]([CH3:24])[NH:21][N:20]=2)=[CH:8]3)=[O:17])[CH2:31]1, predict the reactants needed to synthesize it. The reactants are: [CH:1]([O:4][C:5]1[C:14]2[C:9](=[CH:10][C:11]([C:15]([OH:17])=O)=[CH:12][CH:13]=2)[CH:8]=[C:7]([NH:18][C:19]2[CH:23]=[C:22]([CH3:24])[NH:21][N:20]=2)[N:6]=1)([CH3:3])[CH3:2].[CH3:25][CH:26]1[CH2:31][NH:30][CH2:29][CH:28]([CH3:32])[NH:27]1. (3) The reactants are: [CH3:1][O:2][CH2:3][N:4]1[CH:8]=[C:7]([CH2:9][OH:10])[N:6]=[CH:5]1.[Si:11](Cl)([C:24]([CH3:27])([CH3:26])[CH3:25])([C:18]1[CH:23]=[CH:22][CH:21]=[CH:20][CH:19]=1)[C:12]1[CH:17]=[CH:16][CH:15]=[CH:14][CH:13]=1.CCN(C(C)C)C(C)C. Given the product [Si:11]([O:10][CH2:9][C:7]1[N:6]=[CH:5][N:4]([CH2:3][O:2][CH3:1])[CH:8]=1)([C:24]([CH3:27])([CH3:26])[CH3:25])([C:18]1[CH:19]=[CH:20][CH:21]=[CH:22][CH:23]=1)[C:12]1[CH:17]=[CH:16][CH:15]=[CH:14][CH:13]=1, predict the reactants needed to synthesize it. (4) Given the product [F:27][C:24]([F:25])([F:26])[C:20]1[CH:19]=[C:18]([S:17][CH:15]2[CH2:14][CH2:13][O:12][CH:11]([CH2:9][OH:8])[CH2:16]2)[CH:23]=[CH:22][CH:21]=1, predict the reactants needed to synthesize it. The reactants are: [H-].[H-].[H-].[H-].[Li+].[Al+3].C[O:8][C:9]([CH:11]1[CH2:16][CH:15]([S:17][C:18]2[CH:23]=[CH:22][CH:21]=[C:20]([C:24]([F:27])([F:26])[F:25])[CH:19]=2)[CH2:14][CH2:13][O:12]1)=O. (5) Given the product [Cl:18][C:19]1[CH:29]=[CH:28][CH:27]=[CH:26][C:20]=1[CH:21]=[CH:22][C:23]([NH:1][C@H:2]([C:5]1[CH:10]=[CH:9][C:8]([F:11])=[C:7]([N:12]2[CH2:17][CH2:16][O:15][CH2:14][CH2:13]2)[CH:6]=1)[CH2:3][OH:4])=[O:24], predict the reactants needed to synthesize it. The reactants are: [NH2:1][C@H:2]([C:5]1[CH:10]=[CH:9][C:8]([F:11])=[C:7]([N:12]2[CH2:17][CH2:16][O:15][CH2:14][CH2:13]2)[CH:6]=1)[CH2:3][OH:4].[Cl:18][C:19]1[CH:29]=[CH:28][CH:27]=[CH:26][C:20]=1[CH:21]=[CH:22][C:23](O)=[O:24].CCN=C=NCCCN(C)C.Cl.C(N(CC)CC)C. (6) Given the product [CH3:8][C:7]1([CH3:9])[NH:10][C:3](=[O:2])[CH2:4][NH:5][CH2:6]1, predict the reactants needed to synthesize it. The reactants are: C[O:2][C:3](=O)[CH2:4][NH:5][CH2:6][C:7]([NH2:10])([CH3:9])[CH3:8].